This data is from Catalyst prediction with 721,799 reactions and 888 catalyst types from USPTO. The task is: Predict which catalyst facilitates the given reaction. (1) Product: [CH3:38][N:39]([CH3:40])[CH2:2][CH2:3][CH2:4][CH2:5][O:6][C:7]1[CH:16]=[CH:15][CH:14]=[C:13]2[C:8]=1[CH2:9][CH2:10][CH2:11][CH:12]2[C:17]([N:19]([CH2:29][C:30]1[CH:31]=[N:32][N:33]([CH2:35][CH3:36])[CH:34]=1)[C:20]1[CH:25]=[CH:24][C:23]([CH:26]([CH3:28])[CH3:27])=[CH:22][CH:21]=1)=[O:18]. Reactant: Br[CH2:2][CH2:3][CH2:4][CH2:5][O:6][C:7]1[CH:16]=[CH:15][CH:14]=[C:13]2[C:8]=1[CH2:9][CH2:10][CH2:11][CH:12]2[C:17]([N:19]([CH2:29][C:30]1[CH:31]=[N:32][N:33]([CH2:35][CH3:36])[CH:34]=1)[C:20]1[CH:25]=[CH:24][C:23]([CH:26]([CH3:28])[CH3:27])=[CH:22][CH:21]=1)=[O:18].Cl.[CH3:38][NH:39][CH3:40].C(=O)([O-])[O-].[K+].[K+]. The catalyst class is: 10. (2) Reactant: [S:1](Cl)([C:4]1[C:16]2[CH:15]=[CH:14][CH:13]=[C:9]([N:10]([CH3:12])[CH3:11])[C:8]=2[CH:7]=[CH:6][CH:5]=1)(=[O:3])=[O:2].[CH3:18][N:19]([CH3:36])[CH2:20][CH2:21][S:22][S:23][C:24]1[CH:29]=[CH:28][C:27]([CH:30]([OH:35])[C:31](F)(F)F)=[CH:26][CH:25]=1.C1N2CCN(CC2)C1.O. Product: [CH3:18][N:19]([CH3:36])[CH2:20][CH2:21][S:22][S:23][C:24]1[CH:29]=[CH:28][C:27]([CH:30]([O:35][S:1]([C:4]2[C:16]3[C:8](=[C:9]([N:10]([CH3:12])[CH3:11])[CH:13]=[CH:14][CH:15]=3)[CH:7]=[CH:6][CH:5]=2)(=[O:3])=[O:2])[CH3:31])=[CH:26][CH:25]=1. The catalyst class is: 2. (3) Reactant: [Cl:1][C:2]1[CH:7]=[CH:6][N:5]([CH:8]([CH:10]([CH3:12])[CH3:11])[CH3:9])[C:4](=[O:13])[C:3]=1[CH:14]=O.Cl.[NH2:17][OH:18].C([O-])(=O)C.[Na+]. Product: [Cl:1][C:2]1[CH:7]=[CH:6][N:5]([CH:8]([CH:10]([CH3:12])[CH3:11])[CH3:9])[C:4](=[O:13])[C:3]=1[CH:14]=[N:17][OH:18]. The catalyst class is: 24.